Dataset: Acute oral toxicity (LD50) regression data from Zhu et al.. Task: Regression/Classification. Given a drug SMILES string, predict its toxicity properties. Task type varies by dataset: regression for continuous values (e.g., LD50, hERG inhibition percentage) or binary classification for toxic/non-toxic outcomes (e.g., AMES mutagenicity, cardiotoxicity, hepatotoxicity). Dataset: ld50_zhu. (1) The drug is CC1COc2c(N3CCN(C)CC3)c(F)cc3c(=O)c(C(=O)O)cn1c23. The rat oral LD50 is 2.00, given as -log10 of the dose in mol/kg body weight (higher means more acutely toxic). (2) The molecule is CC(C)(C)CC(C)(C)c1ccc(O)cc1. The rat oral LD50 is 1.65, given as -log10 of the dose in mol/kg body weight (higher means more acutely toxic). (3) The molecule is COP(=S)(OC)SCN1C(=O)CSC1=O. The rat oral LD50 is 3.63, given as -log10 of the dose in mol/kg body weight (higher means more acutely toxic). (4) The compound is CCCCOC(=O)C1CC1OCCCC. The rat oral LD50 is 3.95, given as -log10 of the dose in mol/kg body weight (higher means more acutely toxic). (5) The compound is CCC(C)C(C)CO. The rat oral LD50 is 1.69, given as -log10 of the dose in mol/kg body weight (higher means more acutely toxic). (6) The molecule is O=C1CCCCCO1. The rat oral LD50 is 1.43, given as -log10 of the dose in mol/kg body weight (higher means more acutely toxic).